From a dataset of Peptide-MHC class II binding affinity with 134,281 pairs from IEDB. Regression. Given a peptide amino acid sequence and an MHC pseudo amino acid sequence, predict their binding affinity value. This is MHC class II binding data. (1) The peptide sequence is TAGVFAAPTLMSFLR. The MHC is DRB1_1602 with pseudo-sequence DRB1_1602. The binding affinity (normalized) is 0.533. (2) The peptide sequence is ETAYFILKLAGRWPVKVI. The MHC is HLA-DQA10401-DQB10402 with pseudo-sequence HLA-DQA10401-DQB10402. The binding affinity (normalized) is 0. (3) The peptide sequence is GARRSGDVLWDIPTP. The MHC is HLA-DQA10201-DQB10301 with pseudo-sequence HLA-DQA10201-DQB10301. The binding affinity (normalized) is 0.484. (4) The peptide sequence is DAFIAALTEALRVIA. The MHC is HLA-DPA10201-DPB10101 with pseudo-sequence HLA-DPA10201-DPB10101. The binding affinity (normalized) is 0.809. (5) The peptide sequence is MTLYQIQVMKRNQKQ. The MHC is DRB1_0802 with pseudo-sequence DRB1_0802. The binding affinity (normalized) is 0.528.